This data is from Peptide-MHC class I binding affinity with 185,985 pairs from IEDB/IMGT. The task is: Regression. Given a peptide amino acid sequence and an MHC pseudo amino acid sequence, predict their binding affinity value. This is MHC class I binding data. The binding affinity (normalized) is 0.619. The MHC is HLA-A23:01 with pseudo-sequence HLA-A23:01. The peptide sequence is AYVVIGLLF.